Dataset: Full USPTO retrosynthesis dataset with 1.9M reactions from patents (1976-2016). Task: Predict the reactants needed to synthesize the given product. The reactants are: [Cl:1][S:2]([OH:5])(=O)=[O:3].[S:6]1[CH:10]=[CH:9][CH:8]=[C:7]1[C:11]([N:13]1[CH2:18][CH2:17][O:16][CH2:15][CH2:14]1)=[O:12]. Given the product [N:13]1([C:11]([C:7]2[S:6][C:10]([S:2]([Cl:1])(=[O:5])=[O:3])=[CH:9][CH:8]=2)=[O:12])[CH2:18][CH2:17][O:16][CH2:15][CH2:14]1, predict the reactants needed to synthesize it.